Dataset: NCI-60 drug combinations with 297,098 pairs across 59 cell lines. Task: Regression. Given two drug SMILES strings and cell line genomic features, predict the synergy score measuring deviation from expected non-interaction effect. Drug 1: CC(C)CN1C=NC2=C1C3=CC=CC=C3N=C2N. Drug 2: B(C(CC(C)C)NC(=O)C(CC1=CC=CC=C1)NC(=O)C2=NC=CN=C2)(O)O. Cell line: M14. Synergy scores: CSS=26.3, Synergy_ZIP=-1.72, Synergy_Bliss=-2.06, Synergy_Loewe=-7.70, Synergy_HSA=-0.125.